This data is from Forward reaction prediction with 1.9M reactions from USPTO patents (1976-2016). The task is: Predict the product of the given reaction. (1) Given the reactants Br[CH:2](C1C=CC=CC=1)[C:3]([O:5]C)=[O:4].[N:13]1(C2C=CC(C#N)=CC=2)[CH2:18][CH2:17][NH:16][CH2:15][CH2:14]1.C([O-])([O-])=O.[Na+].[Na+], predict the reaction product. The product is: [N:13]1([CH2:2][C:3]([OH:5])=[O:4])[CH2:18][CH2:17][NH:16][CH2:15][CH2:14]1. (2) Given the reactants Cl[C:2]1[C:7]([C:8]#[N:9])=[CH:6][N:5]=[CH:4][C:3]=1[C:10]1[CH:15]=[CH:14][CH:13]=[C:12]([O:16][CH2:17][CH2:18][Cl:19])[CH:11]=1.[NH2:20][C:21]1[CH:29]=[CH:28][CH:27]=[C:26]2[C:22]=1[CH:23]=[CH:24][NH:25]2.CN(C1C(C2C(P(C3CCCCC3)C3CCCCC3)=CC=CC=2)=CC=CC=1)C.[O-]P([O-])([O-])=O.[K+].[K+].[K+], predict the reaction product. The product is: [Cl:19][CH2:18][CH2:17][O:16][C:12]1[CH:11]=[C:10]([C:3]2[CH:4]=[N:5][CH:6]=[C:7]([C:2]=2[NH:20][C:21]2[CH:29]=[CH:28][CH:27]=[C:26]3[C:22]=2[CH:23]=[CH:24][NH:25]3)[C:8]#[N:9])[CH:15]=[CH:14][CH:13]=1. (3) Given the reactants [CH:1]([C:3]1[NH:4][C:5]2[CH2:6][CH2:7][CH2:8][CH2:9][C:10]=2[C:11]=1[CH2:12][CH2:13][C:14]([OH:16])=[O:15])=O.[CH3:17][C:18]1[CH:26]=[CH:25][CH:24]=[C:23]2[C:19]=1[CH2:20][C:21](=[O:27])[NH:22]2.N1CCCCC1.C(O)(=O)C, predict the reaction product. The product is: [CH3:17][C:18]1[CH:26]=[CH:25][CH:24]=[C:23]2[C:19]=1[C:20](=[CH:1][C:3]1[NH:4][C:5]3[CH2:6][CH2:7][CH2:8][CH2:9][C:10]=3[C:11]=1[CH2:12][CH2:13][C:14]([OH:16])=[O:15])[C:21](=[O:27])[NH:22]2.